Dataset: Peptide-MHC class II binding affinity with 134,281 pairs from IEDB. Task: Regression. Given a peptide amino acid sequence and an MHC pseudo amino acid sequence, predict their binding affinity value. This is MHC class II binding data. The peptide sequence is AFKVAADAANAAPAN. The MHC is DRB1_0401 with pseudo-sequence DRB1_0401. The binding affinity (normalized) is 0.722.